This data is from NCI-60 drug combinations with 297,098 pairs across 59 cell lines. The task is: Regression. Given two drug SMILES strings and cell line genomic features, predict the synergy score measuring deviation from expected non-interaction effect. (1) Drug 1: C1=NC2=C(N=C(N=C2N1C3C(C(C(O3)CO)O)O)F)N. Drug 2: CNC(=O)C1=NC=CC(=C1)OC2=CC=C(C=C2)NC(=O)NC3=CC(=C(C=C3)Cl)C(F)(F)F. Cell line: HOP-92. Synergy scores: CSS=6.55, Synergy_ZIP=-3.35, Synergy_Bliss=-1.93, Synergy_Loewe=-13.1, Synergy_HSA=-3.04. (2) Drug 1: CC1C(C(=O)NC(C(=O)N2CCCC2C(=O)N(CC(=O)N(C(C(=O)O1)C(C)C)C)C)C(C)C)NC(=O)C3=C4C(=C(C=C3)C)OC5=C(C(=O)C(=C(C5=N4)C(=O)NC6C(OC(=O)C(N(C(=O)CN(C(=O)C7CCCN7C(=O)C(NC6=O)C(C)C)C)C)C(C)C)C)N)C. Drug 2: C1=CN(C=N1)CC(O)(P(=O)(O)O)P(=O)(O)O. Cell line: NCI/ADR-RES. Synergy scores: CSS=-0.316, Synergy_ZIP=-2.26, Synergy_Bliss=-8.14, Synergy_Loewe=-3.02, Synergy_HSA=-7.01.